Dataset: Catalyst prediction with 721,799 reactions and 888 catalyst types from USPTO. Task: Predict which catalyst facilitates the given reaction. (1) Reactant: [OH:1][C:2]1[CH:3]=[N:4][C:5]([C:8]2[CH:9]=[C:10]([CH:32]=[CH:33][CH:34]=2)[CH2:11][C:12]2[C:17](=[O:18])[CH:16]=[CH:15][N:14]([C:19]3[CH:20]=[N:21][N:22](COCC[Si](C)(C)C)[CH:23]=3)[N:13]=2)=[N:6][CH:7]=1.Cl. Product: [OH:1][C:2]1[CH:3]=[N:4][C:5]([C:8]2[CH:9]=[C:10]([CH:32]=[CH:33][CH:34]=2)[CH2:11][C:12]2[C:17](=[O:18])[CH:16]=[CH:15][N:14]([C:19]3[CH:23]=[N:22][NH:21][CH:20]=3)[N:13]=2)=[N:6][CH:7]=1. The catalyst class is: 13. (2) Reactant: [CH:1]1([CH2:4][N:5]([CH2:15][CH2:16][CH3:17])[C:6]2[N:11]=[CH:10][N:9]=[C:8]([C:12]([OH:14])=O)[CH:7]=2)[CH2:3][CH2:2]1.C(N(C(C)C)CC)(C)C.ClC(OC)=O.[O:32]=[C:33]1[NH:37][CH:36]([CH2:38][C:39]2[CH:45]=[CH:44][C:42]([NH2:43])=[CH:41][CH:40]=2)[CH2:35][O:34]1. Product: [CH:1]1([CH2:4][N:5]([CH2:15][CH2:16][CH3:17])[C:6]2[N:11]=[CH:10][N:9]=[C:8]([C:12]([NH:43][C:42]3[CH:41]=[CH:40][C:39]([CH2:38][CH:36]4[CH2:35][O:34][C:33](=[O:32])[NH:37]4)=[CH:45][CH:44]=3)=[O:14])[CH:7]=2)[CH2:2][CH2:3]1. The catalyst class is: 2. (3) Reactant: [Cl:1][C:2]1[CH:7]=[CH:6][C:5]([C:8]2[C:13]([C:14]([OH:16])=O)=[CH:12][N:11]=[CH:10][CH:9]=2)=[C:4]([F:17])[CH:3]=1.C(Cl)CCl.C1C=C[C:25]2N(O)N=[N:28][C:26]=2[CH:27]=1.CCN(C(C)C)C(C)C.C1(N)CC1. Product: [Cl:1][C:2]1[CH:7]=[CH:6][C:5]([C:8]2[C:13]([C:14]([NH:28][CH:26]3[CH2:27][CH2:25]3)=[O:16])=[CH:12][N:11]=[CH:10][CH:9]=2)=[C:4]([F:17])[CH:3]=1. The catalyst class is: 3.